Dataset: Full USPTO retrosynthesis dataset with 1.9M reactions from patents (1976-2016). Task: Predict the reactants needed to synthesize the given product. (1) Given the product [N+:13]([C:5]1[CH:4]=[C:3]([OH:2])[CH:8]=[C:7]([C:9]([F:10])([F:11])[F:12])[CH:6]=1)([O-:15])=[O:14], predict the reactants needed to synthesize it. The reactants are: C[O:2][C:3]1[CH:8]=[C:7]([C:9]([F:12])([F:11])[F:10])[CH:6]=[C:5]([N+:13]([O-:15])=[O:14])[CH:4]=1.N1C=CC=CC=1.Cl. (2) Given the product [ClH:22].[OH:44][CH2:43][CH2:42][N:41]([CH3:40])[C:1](=[O:39])[O:2][CH:3]1[CH2:4][CH2:5][N:6]([C:9]2[C:10]3[CH2:26][S:25](=[O:27])(=[O:28])[CH2:24][C:11]=3[N:12]=[C:13]([C:15]3[CH:20]=[C:19]([F:21])[C:18]([Cl:22])=[CH:17][C:16]=3[F:23])[N:14]=2)[CH2:7][CH2:8]1, predict the reactants needed to synthesize it. The reactants are: [C:1](=[O:39])(OC1C=CC([N+]([O-])=O)=CC=1)[O:2][CH:3]1[CH2:8][CH2:7][N:6]([C:9]2[C:10]3[CH2:26][S:25](=[O:28])(=[O:27])[CH2:24][C:11]=3[N:12]=[C:13]([C:15]3[CH:20]=[C:19]([F:21])[C:18]([Cl:22])=[CH:17][C:16]=3[F:23])[N:14]=2)[CH2:5][CH2:4]1.[CH3:40][NH:41][CH2:42][CH2:43][OH:44].C(=O)(O)[O-].[Na+].Cl.O1CCOCC1. (3) Given the product [F:16][C:17]1[CH:18]=[CH:19][C:20]2=[C:21]([CH:37]=1)[O:22][CH2:23][C:24]1[CH:34]=[C:33]([CH:35]([OH:36])[C:2]3[N:6]4[CH:7]=[CH:8][C:9]([O:11][CH3:12])=[N:10][C:5]4=[N:4][C:3]=3[CH:13]([CH3:15])[CH3:14])[CH:32]=[CH:31][C:25]=1/[C:26]/2=[C:27](/[CH3:30])\[C:28]#[N:29], predict the reactants needed to synthesize it. The reactants are: I[C:2]1[N:6]2[CH:7]=[CH:8][C:9]([O:11][CH3:12])=[N:10][C:5]2=[N:4][C:3]=1[CH:13]([CH3:15])[CH3:14].[F:16][C:17]1[CH:18]=[CH:19][C:20]2=[C:21]([CH:37]=1)[O:22][CH2:23][C:24]1[CH:34]=[C:33]([CH:35]=[O:36])[CH:32]=[CH:31][C:25]=1/[C:26]/2=[C:27](/[CH3:30])\[C:28]#[N:29]. (4) Given the product [CH3:27][CH:28]([CH3:30])[CH2:29][O:18][C:15]1[CH:16]=[CH:17][C:12]([C:11]2[C:4]3=[N:3][S:2](=[O:1])(=[O:19])[CH2:7][CH2:6][N:5]3[CH:8]=[CH:9][CH:10]=2)=[CH:13][CH:14]=1, predict the reactants needed to synthesize it. The reactants are: [O:1]=[S:2]1(=[O:19])[CH2:7][CH2:6][N:5]2[CH:8]=[CH:9][CH:10]=[C:11]([C:12]3[CH:17]=[CH:16][C:15]([OH:18])=[CH:14][CH:13]=3)[C:4]2=[N:3]1.C(=O)([O-])[O-].[K+].[K+].I[CH2:27][CH:28]([CH3:30])[CH3:29].CCOC(C)=O.